This data is from Forward reaction prediction with 1.9M reactions from USPTO patents (1976-2016). The task is: Predict the product of the given reaction. Given the reactants [CH3:1][O:2][C:3]1[CH:12]=[CH:11][C:10]2[C:5](=[C:6]([O:13][CH2:14][C:15]([O:17]CC)=O)[CH:7]=[CH:8][CH:9]=2)[N:4]=1.[NH2:20][CH2:21][C@@H:22]([OH:34])[CH2:23][N:24]1[CH2:33][CH2:32][C:31]2[C:26](=[CH:27][CH:28]=[CH:29][CH:30]=2)[CH2:25]1, predict the reaction product. The product is: [CH2:25]1[C:26]2[C:31](=[CH:30][CH:29]=[CH:28][CH:27]=2)[CH2:32][CH2:33][N:24]1[CH2:23][C@H:22]([OH:34])[CH2:21][NH:20][C:15](=[O:17])[CH2:14][O:13][C:6]1[CH:7]=[CH:8][CH:9]=[C:10]2[C:5]=1[N:4]=[C:3]([O:2][CH3:1])[CH:12]=[CH:11]2.